This data is from Catalyst prediction with 721,799 reactions and 888 catalyst types from USPTO. The task is: Predict which catalyst facilitates the given reaction. Reactant: [C:1]1([C:7]2([C:17]3[CH:22]=[CH:21][CH:20]=[CH:19][CH:18]=3)[CH:11]3[CH2:12][NH:13][CH2:14][CH2:15][N:10]3[C:9](=[O:16])[O:8]2)[CH:6]=[CH:5][CH:4]=[CH:3][CH:2]=1.C(N(C(C)C)CC)(C)C.[CH2:32](Br)[C:33]([C:35]1[CH:40]=[CH:39][CH:38]=[CH:37][CH:36]=1)=[O:34].O. Product: [O:34]=[C:33]([C:35]1[CH:40]=[CH:39][CH:38]=[CH:37][CH:36]=1)[CH2:32][N:13]1[CH2:14][CH2:15][N:10]2[C:9](=[O:16])[O:8][C:7]([C:1]3[CH:6]=[CH:5][CH:4]=[CH:3][CH:2]=3)([C:17]3[CH:18]=[CH:19][CH:20]=[CH:21][CH:22]=3)[CH:11]2[CH2:12]1. The catalyst class is: 7.